This data is from Peptide-MHC class I binding affinity with 185,985 pairs from IEDB/IMGT. The task is: Regression. Given a peptide amino acid sequence and an MHC pseudo amino acid sequence, predict their binding affinity value. This is MHC class I binding data. (1) The peptide sequence is TMSIYIAVA. The MHC is HLA-A02:03 with pseudo-sequence HLA-A02:03. The binding affinity (normalized) is 0.657. (2) The peptide sequence is VVPLYDTPL. The MHC is HLA-B27:05 with pseudo-sequence HLA-B27:05. The binding affinity (normalized) is 0.0847. (3) The peptide sequence is ATKDSFQSF. The MHC is HLA-A68:02 with pseudo-sequence HLA-A68:02. The binding affinity (normalized) is 0.0847.